From a dataset of Catalyst prediction with 721,799 reactions and 888 catalyst types from USPTO. Predict which catalyst facilitates the given reaction. (1) Reactant: [Cl:1][C:2]1[C:10]([N+:11]([O-:13])=[O:12])=[CH:9][CH:8]=[CH:7][C:3]=1[C:4](O)=[O:5].C(Cl)(=O)C(Cl)=O.[NH4+:20].[OH-]. Product: [Cl:1][C:2]1[C:10]([N+:11]([O-:13])=[O:12])=[CH:9][CH:8]=[CH:7][C:3]=1[C:4]([NH2:20])=[O:5]. The catalyst class is: 85. (2) Reactant: [OH:1][CH2:2][C:3]1[CH:4]=[C:5]2[C:10](=[CH:11][CH:12]=1)[C@H:9]([NH:13][C:14](=[O:20])[O:15][C:16]([CH3:19])([CH3:18])[CH3:17])[CH2:8][CH2:7][CH2:6]2. Product: [CH:2]([C:3]1[CH:4]=[C:5]2[C:10](=[CH:11][CH:12]=1)[C@H:9]([NH:13][C:14](=[O:20])[O:15][C:16]([CH3:18])([CH3:17])[CH3:19])[CH2:8][CH2:7][CH2:6]2)=[O:1]. The catalyst class is: 704. (3) Reactant: [CH3:1][C@H:2]([C@@:10]([OH:25])([C:17]1[CH:18]=[CH:19][C:20]([F:24])=[CH:21][C:22]=1[F:23])[CH2:11][N:12]1[N:16]=[CH:15][N:14]=[CH:13]1)[C:3]1[N:8]=[CH:7][N:6]=[CH:5][C:4]=1[F:9].C([O-])(=O)C.[Na+].[C@@:31]12([CH2:41][S:42]([OH:45])(=[O:44])=[O:43])[C:38]([CH3:40])([CH3:39])[CH:35]([CH2:36][CH2:37]1)[CH2:34][C:32]2=[O:33].CO. Product: [C@@:31]12([CH2:41][S:42]([O:25][C@@:10]([C:17]3[CH:18]=[CH:19][C:20]([F:24])=[CH:21][C:22]=3[F:23])([C@H:2]([C:3]3[C:4]([F:9])=[CH:5][N:6]=[CH:7][N:8]=3)[CH3:1])[CH2:11][N:12]3[CH:13]=[N:14][CH:15]=[N:16]3)(=[O:44])=[O:43])[C:38]([CH3:40])([CH3:39])[CH:35]([CH2:36][CH2:37]1)[CH2:34][C:32]2=[O:33].[CH3:1][C@H:2]([C@@:10]([OH:25])([C:17]1[CH:18]=[CH:19][C:20]([F:24])=[CH:21][C:22]=1[F:23])[CH2:11][N:12]1[N:16]=[CH:15][N:14]=[CH:13]1)[C:3]1[N:8]=[CH:7][N:6]=[CH:5][C:4]=1[F:9].[C@@:31]12([CH2:41][S:42]([O-:45])(=[O:43])=[O:44])[C:38]([CH3:40])([CH3:39])[CH:35]([CH2:36][CH2:37]1)[CH2:34][C:32]2=[O:33]. The catalyst class is: 29. (4) Reactant: Cl[C:2]1[C:7]2=[CH:8][CH:9]=[CH:10][N:6]2[N:5]=[C:4]([C:11]2[CH:16]=[C:15]([Cl:17])[CH:14]=[CH:13][C:12]=2[F:18])[N:3]=1.C(=O)([O-])[O-].[Cs+].[Cs+].[CH:25]1C=CC(P(C2C(C3C(P(C4C=CC=CC=4)C4C=CC=CC=4)=CC=C4C=3C=CC=C4)=C3C(C=CC=C3)=CC=2)C2C=CC=CC=2)=CC=1.[NH2:71][C:72]1[CH:77]=[CH:76][N:75]=[C:74](C)[CH:73]=1. Product: [Cl:17][C:15]1[CH:14]=[CH:13][C:12]([F:18])=[C:11]([C:4]2[N:3]=[C:2]([NH:71][C:72]3[CH:73]=[CH:74][N:75]=[CH:76][C:77]=3[CH3:25])[C:7]3=[CH:8][CH:9]=[CH:10][N:6]3[N:5]=2)[CH:16]=1. The catalyst class is: 160. (5) Reactant: C(OC([NH:8][C:9]1[CH:10]=[C:11]2[C:16](=[CH:17][CH:18]=1)[N:15]=[CH:14][C:13]([C:19]([O:21][CH3:22])=[O:20])=[CH:12]2)=O)(C)(C)C.[ClH:23].O1CCOCC1. Product: [ClH:23].[ClH:23].[NH2:8][C:9]1[CH:10]=[C:11]2[C:16](=[CH:17][CH:18]=1)[N:15]=[CH:14][C:13]([C:19]([O:21][CH3:22])=[O:20])=[CH:12]2. The catalyst class is: 2. (6) Reactant: [CH2:1]1O[C:4]([N:8]2[CH2:15][CH:14]3[CH2:16][CH:10]([CH2:11][C:12](=[O:17])[CH2:13]3)[CH2:9]2)([O:5]CC)[O:3][CH2:2]1. Product: [O:17]=[C:12]1[CH2:11][CH:10]2[CH2:16][CH:14]([CH2:15][N:8]([C:4]([O:3][CH2:2][CH3:1])=[O:5])[CH2:9]2)[CH2:13]1. The catalyst class is: 82. (7) Reactant: [Cl:1][C:2]1[CH:3]=[C:4]2[C:14](=[CH:15][CH:16]=1)[C:8]1([CH2:13][CH2:12][O:11][CH2:10][CH2:9]1)[C:7](=[O:17])[C:6]([C:18]([NH:20][C@H:21]([C:23]([O:25]C(C)(C)C)=[O:24])[CH3:22])=[O:19])=[C:5]2[OH:30]. Product: [Cl:1][C:2]1[CH:3]=[C:4]2[C:14](=[CH:15][CH:16]=1)[C:8]1([CH2:9][CH2:10][O:11][CH2:12][CH2:13]1)[C:7](=[O:17])[C:6]([C:18]([NH:20][C@H:21]([C:23]([OH:25])=[O:24])[CH3:22])=[O:19])=[C:5]2[OH:30]. The catalyst class is: 67. (8) Reactant: [Si]([O:8][N:9]=[C:10]1[C:18]2[C:13](=[CH:14][C:15]([NH:19][C:20]3[C:28]4[C:23](=[CH:24][N:25]=[CH:26][CH:27]=4)[S:22][C:21]=3[C:29]([O:31][CH2:32][CH2:33][N:34]([CH3:36])[CH3:35])=[O:30])=[CH:16][CH:17]=2)[CH2:12][CH2:11]1)(C(C)(C)C)(C)C.CCCC[N+](CCCC)(CCCC)CCCC.[F-]. Product: [CH3:35][N:34]([CH3:36])[CH2:33][CH2:32][O:31][C:29]([C:21]1[S:22][C:23]2=[CH:24][N:25]=[CH:26][CH:27]=[C:28]2[C:20]=1[NH:19][C:15]1[CH:14]=[C:13]2[C:18](=[CH:17][CH:16]=1)[C:10](=[N:9][OH:8])[CH2:11][CH2:12]2)=[O:30]. The catalyst class is: 1. (9) Reactant: Cl.[Cl:2][C:3]1[C:8]2[N:9]=[C:10]([C:12]3[C:27](=[O:28])[O:26][C:15]4=[N:16][C:17]([N:20]5[CH2:25][CH2:24][NH:23][CH2:22][CH2:21]5)=[CH:18][CH:19]=[C:14]4[CH:13]=3)[S:11][C:7]=2[CH:6]=[CH:5][CH:4]=1.[CH3:29]N(C=O)C.C=O.[BH-](OC(C)=O)(OC(C)=O)OC(C)=O.[Na+]. Product: [Cl:2][C:3]1[C:8]2[N:9]=[C:10]([C:12]3[C:27](=[O:28])[O:26][C:15]4=[N:16][C:17]([N:20]5[CH2:25][CH2:24][N:23]([CH3:29])[CH2:22][CH2:21]5)=[CH:18][CH:19]=[C:14]4[CH:13]=3)[S:11][C:7]=2[CH:6]=[CH:5][CH:4]=1. The catalyst class is: 6. (10) Reactant: Cl[C:2]1[CH:7]=[CH:6][C:5]([C:8]([F:11])([F:10])[F:9])=[CH:4][N:3]=1.[OH:12][C:13]1[CH:18]=[CH:17][C:16]([CH2:19][C:20]#[N:21])=[CH:15][CH:14]=1.C(=O)([O-])[O-].[K+].[K+]. Product: [F:9][C:8]([F:11])([F:10])[C:5]1[CH:6]=[CH:7][C:2]([O:12][C:13]2[CH:18]=[CH:17][C:16]([CH2:19][C:20]#[N:21])=[CH:15][CH:14]=2)=[N:3][CH:4]=1. The catalyst class is: 131.